From a dataset of Full USPTO retrosynthesis dataset with 1.9M reactions from patents (1976-2016). Predict the reactants needed to synthesize the given product. (1) Given the product [CH2:22]([O:21][CH2:20][C:15]1[N:16]=[C:17]([NH2:19])[C:18]2[NH:10][CH:11]=[C:12]([CH2:24][CH2:25][CH2:26][CH2:27][CH2:28][CH2:29][N:30]3[CH2:35][CH2:34][CH2:33][CH2:32][CH2:31]3)[C:13]=2[N:14]=1)[CH3:23], predict the reactants needed to synthesize it. The reactants are: C(OC[N:10]1[C:18]2[C:17]([NH2:19])=[N:16][C:15]([CH2:20][O:21][CH2:22][CH3:23])=[N:14][C:13]=2[C:12]([C:24]#[C:25][CH2:26][CH2:27][CH2:28][CH2:29][N:30]2[CH2:35][CH2:34][CH2:33][CH2:32][CH2:31]2)=[CH:11]1)C1C=CC=CC=1.[H][H]. (2) Given the product [C:22]([C:20]1[N:19]([CH2:26][CH:27]2[CH2:32][CH2:31][C:30]([F:33])([F:34])[CH2:29][CH2:28]2)[C:18]2[CH:35]=[CH:36][C:15]([S:12]([N:10]3[CH2:9][CH:8]([NH2:7])[CH2:11]3)(=[O:14])=[O:13])=[CH:16][C:17]=2[N:21]=1)([CH3:25])([CH3:23])[CH3:24], predict the reactants needed to synthesize it. The reactants are: C(OC(=O)[NH:7][CH:8]1[CH2:11][N:10]([S:12]([C:15]2[CH:36]=[CH:35][C:18]3[N:19]([CH2:26][CH:27]4[CH2:32][CH2:31][C:30]([F:34])([F:33])[CH2:29][CH2:28]4)[C:20]([C:22]([CH3:25])([CH3:24])[CH3:23])=[N:21][C:17]=3[CH:16]=2)(=[O:14])=[O:13])[CH2:9]1)(C)(C)C.C(O)(C(F)(F)F)=O. (3) Given the product [Br:5][C:6]1[CH:7]=[C:8]2[C:12](=[CH:13][CH:14]=1)[NH:11][C:10]([C:15]1[CH:16]=[CH:17][C:18]([Cl:21])=[CH:19][CH:20]=1)=[C:9]2[CH2:22][CH2:23][C:24]([O:26][CH3:1])=[O:25], predict the reactants needed to synthesize it. The reactants are: [C:1](Cl)(=O)C.[Br:5][C:6]1[CH:7]=[C:8]2[C:12](=[CH:13][CH:14]=1)[NH:11][C:10]([C:15]1[CH:20]=[CH:19][C:18]([Cl:21])=[CH:17][CH:16]=1)=[C:9]2[CH2:22][CH2:23][C:24]([OH:26])=[O:25]. (4) Given the product [CH3:16][C:15]1[N:7]([C:4]2[CH:5]=[CH:6][N:2]([CH3:1])[N:3]=2)[C:11](=[O:10])[NH:13][N:14]=1, predict the reactants needed to synthesize it. The reactants are: [CH3:1][N:2]1[CH:6]=[CH:5][C:4]([NH2:7])=[N:3]1.C([O:10][C:11]([NH:13][N:14]=[C:15](OCC)[CH3:16])=O)C.